Dataset: NCI-60 drug combinations with 297,098 pairs across 59 cell lines. Task: Regression. Given two drug SMILES strings and cell line genomic features, predict the synergy score measuring deviation from expected non-interaction effect. (1) Drug 1: C1=CC(=CC=C1CCCC(=O)O)N(CCCl)CCCl. Drug 2: CNC(=O)C1=NC=CC(=C1)OC2=CC=C(C=C2)NC(=O)NC3=CC(=C(C=C3)Cl)C(F)(F)F. Cell line: UACC-257. Synergy scores: CSS=29.1, Synergy_ZIP=-8.67, Synergy_Bliss=-7.17, Synergy_Loewe=-17.6, Synergy_HSA=-7.24. (2) Cell line: SR. Synergy scores: CSS=50.8, Synergy_ZIP=-3.13, Synergy_Bliss=-6.31, Synergy_Loewe=-13.2, Synergy_HSA=-4.85. Drug 1: CCC1=CC2CC(C3=C(CN(C2)C1)C4=CC=CC=C4N3)(C5=C(C=C6C(=C5)C78CCN9C7C(C=CC9)(C(C(C8N6C)(C(=O)OC)O)OC(=O)C)CC)OC)C(=O)OC.C(C(C(=O)O)O)(C(=O)O)O. Drug 2: CCCCC(=O)OCC(=O)C1(CC(C2=C(C1)C(=C3C(=C2O)C(=O)C4=C(C3=O)C=CC=C4OC)O)OC5CC(C(C(O5)C)O)NC(=O)C(F)(F)F)O. (3) Drug 1: CC(CN1CC(=O)NC(=O)C1)N2CC(=O)NC(=O)C2. Drug 2: COCCOC1=C(C=C2C(=C1)C(=NC=N2)NC3=CC=CC(=C3)C#C)OCCOC.Cl. Cell line: SNB-75. Synergy scores: CSS=10.9, Synergy_ZIP=-2.66, Synergy_Bliss=1.71, Synergy_Loewe=-1.18, Synergy_HSA=2.88. (4) Drug 1: C1C(C(OC1N2C=NC3=C2NC=NCC3O)CO)O. Drug 2: CC12CCC3C(C1CCC2OP(=O)(O)O)CCC4=C3C=CC(=C4)OC(=O)N(CCCl)CCCl.[Na+]. Cell line: HL-60(TB). Synergy scores: CSS=21.2, Synergy_ZIP=3.28, Synergy_Bliss=0.757, Synergy_Loewe=10.9, Synergy_HSA=1.43.